From a dataset of Catalyst prediction with 721,799 reactions and 888 catalyst types from USPTO. Predict which catalyst facilitates the given reaction. (1) Reactant: [CH2:1]1[CH2:16][O:15][C:3]2([CH2:12][CH2:11][CH2:10][C:9]3[C:4]2([CH3:14])[CH2:5][CH2:6][C:7](=[O:13])[CH:8]=3)[O:2]1.C[O-].[Na+].[CH:20](OC)=[O:21]. Product: [CH2:16]1[CH2:1][O:2][C:3]2([CH2:12][CH2:11][CH2:10][C:9]3[C:4]2([CH3:14])[CH2:5][C:6](=[CH:20][OH:21])[C:7](=[O:13])[CH:8]=3)[O:15]1. The catalyst class is: 1. (2) The catalyst class is: 2. Product: [NH2:39][C:32]1[C:33]2[C:38](=[CH:37][CH:36]=[CH:35][CH:34]=2)[C:29]([O:28][C:26]2[CH:25]=[CH:24][N:23]=[C:22]([NH:21][C:5]3[CH:6]=[C:7]([CH:8]=[C:3]([C:1]#[CH:2])[CH:4]=3)[C:9]([NH:10][C@H:11]([CH3:19])[CH2:12][N:13]3[CH2:14][CH2:15][O:16][CH2:17][CH2:18]3)=[O:20])[N:27]=2)=[CH:30][CH:31]=1. Reactant: [C:1]([C:3]1[CH:4]=[C:5]([NH:21][C:22]2[N:27]=[C:26]([O:28][C:29]3[C:38]4[C:33](=[CH:34][CH:35]=[CH:36][CH:37]=4)[C:32]([NH:39]C(=O)OC(C)(C)C)=[CH:31][CH:30]=3)[CH:25]=[CH:24][N:23]=2)[CH:6]=[C:7]([C:9](=[O:20])[NH:10][C@H:11]([CH3:19])[CH2:12][N:13]2[CH2:18][CH2:17][O:16][CH2:15][CH2:14]2)[CH:8]=1)#[CH:2].C(O)(C(F)(F)F)=O. (3) Reactant: [C:1]1([C:18]2[CH:23]=[CH:22][CH:21]=[CH:20][CH:19]=2)[CH:6]=[CH:5][C:4]([CH2:7][C@H:8]2[NH:12][C:11](=[O:13])[C@:10]([CH3:17])([C:14](O)=[O:15])[CH2:9]2)=[CH:3][CH:2]=1.CN1CCOCC1.ClC(OCC(C)C)=O.[BH4-].[Na+]. Product: [C:1]1([C:18]2[CH:19]=[CH:20][CH:21]=[CH:22][CH:23]=2)[CH:2]=[CH:3][C:4]([CH2:7][C@H:8]2[NH:12][C:11](=[O:13])[C@@:10]([CH2:14][OH:15])([CH3:17])[CH2:9]2)=[CH:5][CH:6]=1. The catalyst class is: 90. (4) Reactant: [C:1]1([NH2:8])[CH:6]=[CH:5][CH:4]=[C:3]([NH2:7])[CH:2]=1.C(N(CC)C(C)C)(C)C.Cl[C:19]([O:21][CH2:22][C:23]1[CH:28]=[CH:27][CH:26]=[CH:25][CH:24]=1)=[O:20]. Product: [NH2:7][C:3]1[CH:2]=[C:1]([NH:8][C:19](=[O:20])[O:21][CH2:22][C:23]2[CH:28]=[CH:27][CH:26]=[CH:25][CH:24]=2)[CH:6]=[CH:5][CH:4]=1. The catalyst class is: 2.